The task is: Predict the reaction yield, written as a fraction of the theoretical maximum amount of product (1.0 means a 100% yield; for example, 0.34 means a 34% yield).. This data is from Reaction yield outcomes from USPTO patents with 853,638 reactions. (1) The product is [CH3:29][S:27][C:26]1[N:28]=[C:4]([C:5](=[O:9])[CH3:6])[CH:3]=[CH:2][N:25]=1. The reactants are O[CH:2]=[CH:3][C:4](=O)[C:5]([O:9]C)(OC)[CH3:6].[Na].S([O-])(OC)(=O)=O.S(O)(O)(=O)=O.C[NH:25][C:26](=[NH:28])[SH:27].[C:29](=O)([O-])[O-].[Na+].[Na+]. The catalyst is C(OCC)(=O)C. The yield is 0.900. (2) The reactants are [F:1][C:2]1[CH:3]=[C:4]2[C:8](=[CH:9][CH:10]=1)[NH:7][C:6](=[O:11])[C:5]2=[C:12]1[C:20]2[C:15](=[N:16][C:17]([CH:21]=[CH2:22])=[CH:18][CH:19]=2)[CH2:14][O:13]1.[CH3:23][O:24][CH2:25][CH2:26][NH:27][CH3:28]. The catalyst is C(N(CC)CC)C. The product is [F:1][C:2]1[CH:3]=[C:4]2[C:8](=[CH:9][CH:10]=1)[NH:7][C:6](=[O:11])[C:5]2=[C:12]1[C:20]2[C:15](=[N:16][C:17]([CH2:21][CH2:22][N:27]([CH2:26][CH2:25][O:24][CH3:23])[CH3:28])=[CH:18][CH:19]=2)[CH2:14][O:13]1. The yield is 0.530. (3) The reactants are [CH:1]1([C:4]2[N:5]=[CH:6][C:7]([C:15]([OH:17])=O)=[N:8][C:9]=2[O:10][CH2:11][CH:12]2[CH2:14][CH2:13]2)[CH2:3][CH2:2]1.CC[N:20]([CH:24]([CH3:26])[CH3:25])[CH:21]([CH3:23])C.C[C@@H]1CCCN1. The catalyst is CN(C=O)C. The product is [CH:1]1([C:4]2[N:5]=[CH:6][C:7]([C:15]([N:20]3[CH2:21][CH2:23][CH2:26][C@H:24]3[CH3:25])=[O:17])=[N:8][C:9]=2[O:10][CH2:11][CH:12]2[CH2:13][CH2:14]2)[CH2:2][CH2:3]1. The yield is 0.640. (4) The reactants are [CH3:1][C:2]1[CH:7]=[CH:6][C:5]([S:8](Cl)(=[O:10])=[O:9])=[CH:4][CH:3]=1.[CH3:12][C:13]1[O:17][C:16]([CH2:18][CH2:19][OH:20])=[CH:15][CH:14]=1. The product is [CH3:12][C:13]1[O:17][C:16]([CH2:18][CH2:19][OH:20])=[CH:15][CH:14]=1.[CH3:1][C:2]1[CH:7]=[CH:6][C:5]([S:8]([O-:10])(=[O:17])=[O:9])=[CH:4][CH:3]=1. The yield is 0.810. The catalyst is N1C=CC=CC=1. (5) The reactants are CCN(C(C)C)C(C)C.[CH2:10]([OH:15])[CH2:11][CH2:12][CH:13]=[CH2:14].Cl[C:17](Cl)([O:19]C(=O)OC(Cl)(Cl)Cl)Cl.[OH-].[Na+].[NH2:30][C@H:31]([C:36]([OH:38])=[O:37])[C:32]([CH3:35])([CH3:34])[CH3:33]. The catalyst is O1CCOCC1. The product is [CH3:33][C:32]([CH3:35])([CH3:34])[C@H:31]([NH:30][C:17]([O:15][CH2:10][CH2:11][CH2:12][CH:13]=[CH2:14])=[O:19])[C:36]([OH:38])=[O:37]. The yield is 0.739. (6) The reactants are [CH2:1]([O:8][C:9]([NH:11][C:12]1[C:13]([C:29](O)=[O:30])=[N:14][C:15]2[C:20]([CH:21]=1)=[CH:19][CH:18]=[C:17]([N:22]1[CH2:27][CH2:26][CH2:25][CH2:24][C:23]1=[O:28])[CH:16]=2)=[O:10])[C:2]1[CH:7]=[CH:6][CH:5]=[CH:4][CH:3]=1.[NH2:32][C:33]1[CH:34]=[N:35][CH:36]=[CH:37][C:38]=1[N:39]1[CH2:44][C@H:43]([CH3:45])[CH2:42][C@H:41]([NH:46][C:47](=[O:53])[O:48][C:49]([CH3:52])([CH3:51])[CH3:50])[CH2:40]1.CN(C(ON1N=NC2C=CC=NC1=2)=[N+](C)C)C.F[P-](F)(F)(F)(F)F.CCN(C(C)C)C(C)C. The catalyst is CN(C=O)C. The product is [CH2:1]([O:8][C:9](=[O:10])[NH:11][C:12]1[C:13]([C:29]([NH:32][C:33]2[CH:34]=[N:35][CH:36]=[CH:37][C:38]=2[N:39]2[CH2:44][C@H:43]([CH3:45])[CH2:42][C@H:41]([NH:46][C:47]([O:48][C:49]([CH3:52])([CH3:51])[CH3:50])=[O:53])[CH2:40]2)=[O:30])=[N:14][C:15]2[C:20]([CH:21]=1)=[CH:19][CH:18]=[C:17]([N:22]1[CH2:27][CH2:26][CH2:25][CH2:24][C:23]1=[O:28])[CH:16]=2)[C:2]1[CH:7]=[CH:6][CH:5]=[CH:4][CH:3]=1. The yield is 0.200. (7) The product is [CH2:20]([O:27][C:28]1[C:33]([CH2:34][N:9]2[C:8](=[O:13])[C:7]3[C:2]([CH3:1])=[C:3]([C:14]([OH:16])=[O:15])[CH:4]=[CH:5][C:6]=3[O:12][CH2:11][CH2:10]2)=[C:32]([CH3:36])[CH:31]=[C:30]([CH3:37])[N:29]=1)[C:21]1[CH:26]=[CH:25][CH:24]=[CH:23][CH:22]=1. The reactants are [CH3:1][C:2]1[C:7]2[C:8](=[O:13])[NH:9][CH2:10][CH2:11][O:12][C:6]=2[CH:5]=[CH:4][C:3]=1[C:14]([O:16]C)=[O:15].[H-].[Na+].[CH2:20]([O:27][C:28]1[C:33]([CH2:34]Cl)=[C:32]([CH3:36])[CH:31]=[C:30]([CH3:37])[N:29]=1)[C:21]1[CH:26]=[CH:25][CH:24]=[CH:23][CH:22]=1.O. The catalyst is CN(C=O)C. The yield is 0.847. (8) The reactants are [NH2:1][C:2]1[CH:10]=[C:9]([O:11][CH3:12])[C:8]([O:13][CH3:14])=[CH:7][C:3]=1[C:4]([NH2:6])=[O:5].[CH3:15][N:16]([CH3:29])[C:17]1[C:26]2[C:21](=[CH:22][CH:23]=[CH:24][CH:25]=2)[C:20]([CH:27]=O)=[CH:19][CH:18]=1.COC1C=C(OC)C=C2C=1C(=O)NC(C1C=CC=CN=1)=N2. No catalyst specified. The product is [CH3:15][N:16]([CH3:29])[C:17]1[C:26]2[C:21](=[CH:22][CH:23]=[CH:24][CH:25]=2)[C:20]([C:27]2[NH:6][C:4](=[O:5])[C:3]3[C:2](=[CH:10][C:9]([O:11][CH3:12])=[C:8]([O:13][CH3:14])[CH:7]=3)[N:1]=2)=[CH:19][CH:18]=1. The yield is 0.560. (9) The reactants are BrC1C=CC(Cl)=C(C=1)[C:7](O)=[O:8].[OH-:12].[K+].C(P(C(C)(C)C)[C:19]1[CH:24]=[CH:23][CH:22]=[CH:21][C:20]=1[C:25]1C(C(C)C)=CC(C(C)C)=CC=1C(C)C)(C)(C)C.[ClH:44].C[Si](C=[N+]=[N-])(C)C.C(O)(=[O:54])C. The catalyst is C1C=CC(/C=C/C(/C=C/C2C=CC=CC=2)=O)=CC=1.C1C=CC(/C=C/C(/C=C/C2C=CC=CC=2)=O)=CC=1.C1C=CC(/C=C/C(/C=C/C2C=CC=CC=2)=O)=CC=1.[Pd].[Pd]. The product is [Cl:44][C:19]1[CH:24]=[CH:23][C:22]([OH:54])=[CH:21][C:20]=1[C:25]([O:8][CH3:7])=[O:12]. The yield is 0.679.